This data is from Catalyst prediction with 721,799 reactions and 888 catalyst types from USPTO. The task is: Predict which catalyst facilitates the given reaction. (1) Reactant: [F:1][C:2]1[CH:7]=[CH:6][C:5]([NH:8][C:9]([C:11]2[C:19]3[C:14](=[CH:15][CH:16]=[C:17](N)[C:18]=3[Br:20])[NH:13][N:12]=2)=[O:10])=[CH:4][CH:3]=1.[N+]([O-])(OCCC(C)C)=O.Cl. Product: [F:1][C:2]1[CH:7]=[CH:6][C:5]([NH:8][C:9]([C:11]2[C:19]3[C:14](=[CH:15][CH:16]=[CH:17][C:18]=3[Br:20])[NH:13][N:12]=2)=[O:10])=[CH:4][CH:3]=1. The catalyst class is: 3. (2) Reactant: [ClH:1].[CH2:2]([N:4]1[C:9]([CH3:10])=[CH:8][C:7](=[O:11])[C:6]([O:12]CC2C=CC=CC=2)=[C:5]1[CH2:20][O:21]C)[CH3:3]. Product: [ClH:1].[CH2:2]([N:4]1[C:9]([CH3:10])=[CH:8][C:7](=[O:11])[C:6]([OH:12])=[C:5]1[CH2:20][OH:21])[CH3:3]. The catalyst class is: 33. (3) Reactant: [CH:1]1([NH:4][C:5]([C:7]2[CH:8]=[CH:9][C:10]([CH3:38])=[C:11]([NH:13][C:14]([C:16]3[CH:17]=[C:18]([CH:32]=[CH:33][C:34]=3[N+:35]([O-])=O)[O:19][CH:20]3[CH2:24][CH2:23][N:22]([C:25]([O:27][C:28]([CH3:31])([CH3:30])[CH3:29])=[O:26])[CH2:21]3)=[O:15])[CH:12]=2)=[O:6])[CH2:3][CH2:2]1. Product: [NH2:35][C:34]1[CH:33]=[CH:32][C:18]([O:19][CH:20]2[CH2:24][CH2:23][N:22]([C:25]([O:27][C:28]([CH3:29])([CH3:30])[CH3:31])=[O:26])[CH2:21]2)=[CH:17][C:16]=1[C:14]([NH:13][C:11]1[CH:12]=[C:7]([C:5]([NH:4][CH:1]2[CH2:2][CH2:3]2)=[O:6])[CH:8]=[CH:9][C:10]=1[CH3:38])=[O:15]. The catalyst class is: 63. (4) Reactant: [C:1]([O:5][C:6](=[O:44])[CH2:7][CH2:8][C:9]1[CH:14]=[CH:13][C:12]([O:15][Si](C(C)(C)C)(C2C=CC=CC=2)C2C=CC=CC=2)=[CH:11][C:10]=1[CH2:33][O:34][C:35](=[O:43])[NH:36][CH:37]1[CH2:42][CH2:41][CH2:40][CH2:39][CH2:38]1)([CH3:4])([CH3:3])[CH3:2].[F-].C([N+](CCCC)(CCCC)CCCC)CCC. Product: [C:1]([O:5][C:6](=[O:44])[CH2:7][CH2:8][C:9]1[CH:14]=[CH:13][C:12]([OH:15])=[CH:11][C:10]=1[CH2:33][O:34][C:35](=[O:43])[NH:36][CH:37]1[CH2:42][CH2:41][CH2:40][CH2:39][CH2:38]1)([CH3:4])([CH3:2])[CH3:3]. The catalyst class is: 1. (5) Reactant: [OH:1][C:2]1[CH:9]=[CH:8][CH:7]=[C:6]([O:10][CH3:11])[C:3]=1[CH:4]=O.[C:12](O[C:12](=[O:15])[CH2:13][CH3:14])(=[O:15])[CH2:13][CH3:14].C([O-])([O-])=O.[K+].[K+].O. Product: [CH3:14][C:13]1[C:12](=[O:15])[O:1][C:2]2[C:3]([CH:4]=1)=[C:6]([O:10][CH3:11])[CH:7]=[CH:8][CH:9]=2. The catalyst class is: 9.